Dataset: Full USPTO retrosynthesis dataset with 1.9M reactions from patents (1976-2016). Task: Predict the reactants needed to synthesize the given product. (1) Given the product [ClH:1].[S:2]1(=[O:21])(=[O:35])[C:11]2[C:6](=[CH:7][CH:8]=[CH:9][CH:10]=2)[CH:5]([NH2:12])[CH2:4][CH2:3]1, predict the reactants needed to synthesize it. The reactants are: [ClH:1].[S:2]1[C:11]2[C:6](=[CH:7][CH:8]=[CH:9][CH:10]=2)[CH:5]([NH2:12])[CH2:4][CH2:3]1.C(N(CC)CC)C.C(OC(OC(C)(C)C)=O)(OC(C)(C)C)=[O:21].[OH2:35]. (2) The reactants are: [CH:1]1([C:4]2[CH:9]=[CH:8][C:7]([N:10]3[CH2:14][CH2:13][C:12]4([CH2:19][CH2:18][N:17]([CH2:20][C:21](O)=[O:22])[CH2:16][CH2:15]4)[C:11]3=[O:24])=[CH:6][CH:5]=2)[CH2:3][CH2:2]1.CN(C(O[N:33]1N=N[C:35]2C=CC=C[C:34]1=2)=[N+](C)C)C.[B-](F)(F)(F)F.CCN(CC)CC.C(N)C. Given the product [CH:1]1([C:4]2[CH:5]=[CH:6][C:7]([N:10]3[CH2:14][CH2:13][C:12]4([CH2:15][CH2:16][N:17]([CH2:20][C:21]([NH:33][CH2:34][CH3:35])=[O:22])[CH2:18][CH2:19]4)[C:11]3=[O:24])=[CH:8][CH:9]=2)[CH2:2][CH2:3]1, predict the reactants needed to synthesize it. (3) Given the product [O:3]1[CH:7]=[CH:6][C:5]([CH:8]([OH:26])[CH:9]([CH2:15][C:16]2[CH:17]=[CH:18][C:19]([C:22]([F:24])([F:25])[F:23])=[CH:20][CH:21]=2)[C:10]([O:12][CH2:13][CH3:14])=[O:11])=[CH:4]1, predict the reactants needed to synthesize it. The reactants are: [BH4-].[Na+].[O:3]1[CH:7]=[CH:6][C:5]([C:8](=[O:26])[CH:9]([CH2:15][C:16]2[CH:21]=[CH:20][C:19]([C:22]([F:25])([F:24])[F:23])=[CH:18][CH:17]=2)[C:10]([O:12][CH2:13][CH3:14])=[O:11])=[CH:4]1.Cl.